Dataset: Catalyst prediction with 721,799 reactions and 888 catalyst types from USPTO. Task: Predict which catalyst facilitates the given reaction. (1) Reactant: [C:1]([C:3]1[CH:4]=[C:5]([CH:8]=[CH:9][CH:10]=1)[CH:6]=O)#[N:2].[Cl:11][C:12]1[CH:21]=[C:20]2[C:15]([CH:16]=[CH:17][C:18]([CH3:22])=[N:19]2)=[CH:14][CH:13]=1.C([O-])(=O)C.[Na+].C(OC(=O)C)(=O)C. Product: [Cl:11][C:12]1[CH:21]=[C:20]2[C:15]([CH:16]=[CH:17][C:18]([CH:22]=[CH:6][C:5]3[CH:4]=[C:3]([CH:10]=[CH:9][CH:8]=3)[C:1]#[N:2])=[N:19]2)=[CH:14][CH:13]=1. The catalyst class is: 3. (2) Reactant: [CH3:1][O:2][C:3]1[CH:4]=[C:5]([CH:15]=[CH:16][C:17]=1[O:18][CH2:19][C:20]1[CH:21]=[N:22][C:23]([CH3:26])=[CH:24][CH:25]=1)[CH2:6][NH:7]C(=O)OC(C)(C)C.FC(F)(F)C(O)=O. Product: [CH3:1][O:2][C:3]1[CH:4]=[C:5]([CH2:6][NH2:7])[CH:15]=[CH:16][C:17]=1[O:18][CH2:19][C:20]1[CH:21]=[N:22][C:23]([CH3:26])=[CH:24][CH:25]=1. The catalyst class is: 4. (3) Reactant: [C:1](O)(C(F)(F)F)=O.[Cl:8][C:9]1[C:13]([CH3:14])=[C:12]([C:15]2[C:16]([CH3:25])=[CH:17][C:18]([CH3:24])=[C:19]([CH:23]=2)[C:20]([O-:22])=[O:21])[N:11](COCC[Si](C)(C)C)[N:10]=1. Product: [Cl:8][C:9]1[C:13]([CH3:14])=[C:12]([C:15]2[C:16]([CH3:25])=[CH:17][C:18]([CH3:24])=[C:19]([CH:23]=2)[C:20]([O:22][CH3:1])=[O:21])[NH:11][N:10]=1. The catalyst class is: 2. (4) Reactant: CCN([CH:7]([CH3:9])C)C(C)C.[C:10]([OH:18])(=[O:17])[C:11]1C=CC=CC=1.[CH:19]1[CH:20]=[CH:21][C:22]2N(O)N=N[C:23]=2[CH:24]=1.CCN=C=NCCCN(C)C.Cl.C[N:42]([CH:44]=[O:45])C. Product: [CH2:7]([O:18][C:10](=[O:17])[CH2:11][NH:42][C:44](=[O:45])[C:23]1[CH:22]=[CH:21][CH:20]=[CH:19][CH:24]=1)[CH3:9]. The catalyst class is: 6. (5) Reactant: [F:1][C:2]1[CH:3]=[CH:4][C:5]([CH2:8][N:9]2[C:17]3[C:12](=[C:13]([N+:18]([O-])=O)[CH:14]=[CH:15][CH:16]=3)[C:11]([CH:21]=[CH2:22])=[N:10]2)=[N:6][CH:7]=1. Product: [CH2:21]([C:11]1[C:12]2[C:13]([NH2:18])=[CH:14][CH:15]=[CH:16][C:17]=2[N:9]([CH2:8][C:5]2[CH:4]=[CH:3][C:2]([F:1])=[CH:7][N:6]=2)[N:10]=1)[CH3:22]. The catalyst class is: 320. (6) Reactant: [C:1]([C:5]1[CH:10]=[CH:9][C:8]([N:11]=[C:12]=[O:13])=[CH:7][CH:6]=1)([CH3:4])([CH3:3])[CH3:2].[NH2:14][C:15]1[CH:32]=[CH:31][C:18]([O:19][C:20]2[CH:25]=[CH:24][N:23]=[C:22]([NH:26][CH2:27][CH2:28][CH2:29][OH:30])[N:21]=2)=[CH:17][CH:16]=1. Product: [C:1]([C:5]1[CH:10]=[CH:9][C:8]([NH:11][C:12]([NH:14][C:15]2[CH:16]=[CH:17][C:18]([O:19][C:20]3[CH:25]=[CH:24][N:23]=[C:22]([NH:26][CH2:27][CH2:28][CH2:29][OH:30])[N:21]=3)=[CH:31][CH:32]=2)=[O:13])=[CH:7][CH:6]=1)([CH3:4])([CH3:2])[CH3:3]. The catalyst class is: 1. (7) Reactant: [NH2:1][C:2]1[CH:3]=[C:4]([N:8]2[C:13](=[O:14])[N:12]([CH2:15][C:16]3[CH:21]=[CH:20][C:19]([Cl:22])=[CH:18][CH:17]=3)[C:11](=[O:23])[C:10]([O:24][CH3:25])=[N:9]2)[CH:5]=[CH:6][CH:7]=1.CN(C=O)C.C(N(C(C)C)CC)(C)C.[CH3:40][O:41][CH2:42][C:43](Cl)=[O:44]. Product: [Cl:22][C:19]1[CH:20]=[CH:21][C:16]([CH2:15][N:12]2[C:11](=[O:23])[C:10]([O:24][CH3:25])=[N:9][N:8]([C:4]3[CH:3]=[C:2]([NH:1][C:43](=[O:44])[CH2:42][O:41][CH3:40])[CH:7]=[CH:6][CH:5]=3)[C:13]2=[O:14])=[CH:17][CH:18]=1. The catalyst class is: 813.